Task: Predict the product of the given reaction.. Dataset: Forward reaction prediction with 1.9M reactions from USPTO patents (1976-2016) (1) The product is: [CH2:9]([O:16][C:17]1[CH:36]=[CH:35][C:20]([CH2:21][C@H:22]([NH:27][C:28](=[O:34])[O:29][C:30]([CH3:31])([CH3:33])[CH3:32])[C@H:23]2[CH2:24][O:25]2)=[CH:19][C:18]=1[F:37])[C:10]1[CH:11]=[CH:12][CH:13]=[CH:14][CH:15]=1. Given the reactants C(OC)(OC)(OC)C.[CH2:9]([O:16][C:17]1[CH:36]=[CH:35][C:20]([CH2:21][C@H:22]([NH:27][C:28](=[O:34])[O:29][C:30]([CH3:33])([CH3:32])[CH3:31])[C@H:23](O)[CH2:24][OH:25])=[CH:19][C:18]=1[F:37])[C:10]1[CH:15]=[CH:14][CH:13]=[CH:12][CH:11]=1.C(N(CC)CC)C.C(Br)(=O)C.[OH-].[K+], predict the reaction product. (2) Given the reactants [CH2:1]([N:8]1[C:16]2[C:15](=[O:17])[N:14]([CH3:18])[C:13](=[O:19])[N:12]([CH3:20])[C:11]=2[C:10]([C:21]#[N:22])=[C:9]1Br)[C:2]1[CH:7]=[CH:6][CH:5]=[CH:4][CH:3]=1.[C:24]([O:28][C:29](=[O:37])[NH:30][C@H:31]1[CH2:36][CH2:35][CH2:34][NH:33][CH2:32]1)([CH3:27])([CH3:26])[CH3:25], predict the reaction product. The product is: [C:24]([O:28][C:29](=[O:37])[NH:30][C@H:31]1[CH2:36][CH2:35][CH2:34][N:33]([C:9]2[N:8]([CH2:1][C:2]3[CH:7]=[CH:6][CH:5]=[CH:4][CH:3]=3)[C:16]3[C:15](=[O:17])[N:14]([CH3:18])[C:13](=[O:19])[N:12]([CH3:20])[C:11]=3[C:10]=2[C:21]#[N:22])[CH2:32]1)([CH3:27])([CH3:25])[CH3:26]. (3) Given the reactants [Cl-].[C:2]([O:7][CH2:8][CH2:9][N+:10]([CH2:13][CH2:14][CH2:15][CH2:16][CH2:17][CH2:18][CH2:19][CH2:20][CH2:21][CH2:22][CH2:23][CH2:24][CH2:25][CH2:26][CH2:27][CH3:28])([CH3:12])[CH3:11])(=[O:6])[C:3]([CH3:5])=[CH2:4].[Br:29]CCCCCCCCCCCCCCCC.C1(C=CC(O)=CC=1)O, predict the reaction product. The product is: [Br-:29].[C:2]([O:7][CH2:8][CH2:9][N+:10]([CH2:13][CH2:14][CH2:15][CH2:16][CH2:17][CH2:18][CH2:19][CH2:20][CH2:21][CH2:22][CH2:23][CH2:24][CH2:25][CH2:26][CH2:27][CH3:28])([CH3:12])[CH3:11])(=[O:6])[C:3]([CH3:5])=[CH2:4]. (4) Given the reactants [O:1]=[S:2]1(=[O:9])[CH2:7][CH2:6][C:5](=[O:8])[CH2:4][CH2:3]1.[BH4-].[Na+].Cl, predict the reaction product. The product is: [O:1]=[S:2]1(=[O:9])[CH2:7][CH2:6][CH:5]([OH:8])[CH2:4][CH2:3]1. (5) Given the reactants [CH2:1]([N:7]1[CH2:12][CH:11]2[CH:9]([C:10]2([C:16]2[CH:21]=[CH:20][CH:19]=[C:18]([N+:22]([O-])=O)[CH:17]=2)[CH2:13][CH2:14][CH3:15])[CH2:8]1)[CH2:2][CH2:3][CH2:4][CH2:5][CH3:6].C(O)C.[Cl-].[Ca+2].[Cl-], predict the reaction product. The product is: [CH2:1]([N:7]1[CH2:12][CH:11]2[CH:9]([C:10]2([C:16]2[CH:17]=[C:18]([CH:19]=[CH:20][CH:21]=2)[NH2:22])[CH2:13][CH2:14][CH3:15])[CH2:8]1)[CH2:2][CH2:3][CH2:4][CH2:5][CH3:6]. (6) Given the reactants [Cl:1][C:2]1[CH:9]=[C:8]([OH:10])[CH:7]=[CH:6][C:3]=1[C:4]#[N:5].Cl[CH2:12][C:13]1[O:17][C:16]([CH2:18][CH2:19][C:20]2[CH:25]=[CH:24][C:23]([C:26]([F:29])([F:28])[F:27])=[CH:22][CH:21]=2)=[N:15][C:14]=1[CH3:30].C(=O)([O-])[O-].[Cs+].[Cs+].C(OCC)(=O)C, predict the reaction product. The product is: [Cl:1][C:2]1[CH:9]=[C:8]([O:10][CH2:12][C:13]2[O:17][C:16]([CH2:18][CH2:19][C:20]3[CH:25]=[CH:24][C:23]([C:26]([F:29])([F:27])[F:28])=[CH:22][CH:21]=3)=[N:15][C:14]=2[CH3:30])[CH:7]=[CH:6][C:3]=1[C:4]#[N:5]. (7) Given the reactants [C:1]([O:5][C:6]([N:8]([C:16]1[CH:21]=[CH:20][N:19]=[C:18]([C:22]2[CH:23]=[N:24][NH:25][CH:26]=2)[N:17]=1)[C:9](=[O:15])[O:10][C:11]([CH3:14])([CH3:13])[CH3:12])=[O:7])([CH3:4])([CH3:3])[CH3:2].C(=O)([O-])[O-].[Cs+].[Cs+].Br[CH2:34][CH:35]1[CH2:37][CH2:36]1, predict the reaction product. The product is: [C:11]([O:10][C:9]([N:8]([C:16]1[CH:21]=[CH:20][N:19]=[C:18]([C:22]2[CH:23]=[N:24][N:25]([CH2:34][CH:35]3[CH2:37][CH2:36]3)[CH:26]=2)[N:17]=1)[C:6](=[O:7])[O:5][C:1]([CH3:2])([CH3:3])[CH3:4])=[O:15])([CH3:14])([CH3:13])[CH3:12]. (8) Given the reactants CN(C=[N:5][S:6]([C:9]1[C:10]([C:15]2[CH:20]=[CH:19][C:18]([CH2:21][N:22]3[C:26]([CH:27]=[O:28])=[C:25]([Cl:29])[N:24]=[C:23]3[C:30]3[CH:35]=[CH:34][CH:33]=[CH:32][CH:31]=3)=[CH:17][CH:16]=2)=[CH:11][CH:12]=[CH:13][CH:14]=1)(=[O:8])=[O:7])C.Cl, predict the reaction product. The product is: [Cl:29][C:25]1[N:24]=[C:23]([C:30]2[CH:35]=[CH:34][CH:33]=[CH:32][CH:31]=2)[N:22]([CH2:21][C:18]2[CH:17]=[CH:16][C:15]([C:10]3[C:9]([S:6]([NH2:5])(=[O:7])=[O:8])=[CH:14][CH:13]=[CH:12][CH:11]=3)=[CH:20][CH:19]=2)[C:26]=1[CH:27]=[O:28].